Dataset: Reaction yield outcomes from USPTO patents with 853,638 reactions. Task: Predict the reaction yield, written as a fraction of the theoretical maximum amount of product (1.0 means a 100% yield; for example, 0.34 means a 34% yield). (1) The reactants are [CH3:1][O:2][C:3]1[CH:4]=[CH:5][C:6]([S:10][CH2:11][C:12]2[CH:17]=[CH:16][CH:15]=[C:14]([N+:18]([O-:20])=[O:19])[CH:13]=2)=[C:7]([CH:9]=1)[NH2:8].[O:21]1[C:25]2[CH:26]=[CH:27][CH:28]=[CH:29][C:24]=2[CH:23]=[C:22]1[S:30](Cl)(=[O:32])=[O:31]. The catalyst is N1C=CC=CC=1. The product is [CH3:1][O:2][C:3]1[CH:4]=[CH:5][C:6]([S:10][CH2:11][C:12]2[CH:17]=[CH:16][CH:15]=[C:14]([N+:18]([O-:20])=[O:19])[CH:13]=2)=[C:7]([NH:8][S:30]([C:22]2[O:21][C:25]3[CH:26]=[CH:27][CH:28]=[CH:29][C:24]=3[CH:23]=2)(=[O:31])=[O:32])[CH:9]=1. The yield is 0.560. (2) The reactants are CC1C(CN2C=C(C(N=[N+]=[N-])=O)C=N2)=C(C)ON=1.[N:19]([C:22]1[CH:23]=[N:24][N:25]([CH2:27][C:28]2[C:29]([CH3:34])=[N:30][O:31][C:32]=2[CH3:33])[CH:26]=1)=[C:20]=[O:21].Cl.[NH2:36][C:37]([CH3:44])([CH3:43])[C:38](OCC)=[O:39]. The catalyst is C1(C)C=CC=CC=1. The product is [CH3:34][C:29]1[C:28]([CH2:27][N:25]2[CH:26]=[C:22]([N:19]3[C:38](=[O:39])[C:37]([CH3:44])([CH3:43])[NH:36][C:20]3=[O:21])[CH:23]=[N:24]2)=[C:32]([CH3:33])[O:31][N:30]=1. The yield is 0.650. (3) The reactants are [NH2:1][C:2]1[CH:11]=[CH:10][CH:9]=[CH:8][C:3]=1[C:4]([O:6][CH3:7])=[O:5].FC(F)(F)C(O)=O.[CH3:19][C:20]([CH3:22])=O.C(O[BH-](OC(=O)C)OC(=O)C)(=O)C.C[N+](C)(C)C. The catalyst is ClCCl. The product is [CH:20]([NH:1][C:2]1[CH:11]=[CH:10][CH:9]=[CH:8][C:3]=1[C:4]([O:6][CH3:7])=[O:5])([CH3:22])[CH3:19]. The yield is 0.900.